From a dataset of NCI-60 drug combinations with 297,098 pairs across 59 cell lines. Regression. Given two drug SMILES strings and cell line genomic features, predict the synergy score measuring deviation from expected non-interaction effect. Drug 1: CC(CN1CC(=O)NC(=O)C1)N2CC(=O)NC(=O)C2. Drug 2: CC1=CC2C(CCC3(C2CCC3(C(=O)C)OC(=O)C)C)C4(C1=CC(=O)CC4)C. Cell line: HL-60(TB). Synergy scores: CSS=70.2, Synergy_ZIP=17.5, Synergy_Bliss=15.6, Synergy_Loewe=3.80, Synergy_HSA=13.8.